From a dataset of Full USPTO retrosynthesis dataset with 1.9M reactions from patents (1976-2016). Predict the reactants needed to synthesize the given product. (1) Given the product [CH3:9][C@@H:6]1[CH2:5][N:4]([C:10]([O:12][C:13]([CH3:15])([CH3:14])[CH3:16])=[O:11])[C@H:3]([CH2:2][NH:1][C:18]2[CH:23]=[CH:22][C:21]([C:24]([F:27])([F:26])[F:25])=[CH:20][N:19]=2)[CH2:8][CH2:7]1, predict the reactants needed to synthesize it. The reactants are: [NH2:1][CH2:2][C@@H:3]1[CH2:8][CH2:7][C@H:6]([CH3:9])[CH2:5][N:4]1[C:10]([O:12][C:13]([CH3:16])([CH3:15])[CH3:14])=[O:11].Cl[C:18]1[CH:23]=[CH:22][C:21]([C:24]([F:27])([F:26])[F:25])=[CH:20][N:19]=1.C(=O)([O-])[O-].[K+].[K+]. (2) Given the product [Br:8][C:9]1[CH:10]=[C:11]2[C:16](=[CH:17][CH:18]=1)[C:15](=[O:19])[N:14]([CH2:21][C:22]([OH:6])([CH3:24])[CH3:23])[CH:13]=[CH:12]2, predict the reactants needed to synthesize it. The reactants are: [H-].[Na+].CN(C)C=[O:6].[Br:8][C:9]1[CH:10]=[C:11]2[C:16](=[CH:17][CH:18]=1)[C:15](=[O:19])[NH:14][CH:13]=[CH:12]2.Br[CH2:21][C:22]([CH3:24])=[CH2:23]. (3) Given the product [C:1]12([C:11]3[N:17]([C:18]4[CH:23]=[CH:22][CH:21]=[CH:20][CH:19]=4)[C:15]([SH:16])=[N:14][N:13]=3)[CH2:10][CH:5]3[CH2:6][CH:7]([CH2:9][CH:3]([CH2:4]3)[CH2:2]1)[CH2:8]2, predict the reactants needed to synthesize it. The reactants are: [C:1]12([C:11]([NH:13][NH:14][C:15]([NH:17][C:18]3[CH:23]=[CH:22][CH:21]=[CH:20][CH:19]=3)=[S:16])=O)[CH2:10][CH:5]3[CH2:6][CH:7]([CH2:9][CH:3]([CH2:4]3)[CH2:2]1)[CH2:8]2.[OH-].[Na+].N#N. (4) Given the product [CH3:1][O:2][C:3]([C:5]1[N:6]=[CH:7][C:8]2[C:13]([C:14]=1[OH:15])=[CH:12][CH:11]=[C:10]([C:22]1[CH:27]=[CH:26][CH:25]=[CH:24][CH:23]=1)[CH:9]=2)=[O:4], predict the reactants needed to synthesize it. The reactants are: [CH3:1][O:2][C:3]([C:5]1[N:6]=[CH:7][C:8]2[C:13]([C:14]=1[OH:15])=[CH:12][CH:11]=[C:10](Br)[CH:9]=2)=[O:4].C([Sn](CCCC)(CCCC)[C:22]1[CH:27]=[CH:26][CH:25]=[CH:24][CH:23]=1)CCC.CCOC(C)=O.Cl. (5) Given the product [CH:31]1([C:29]([C:22]2[CH:23]=[C:24]([CH2:27][CH3:28])[CH:25]=[CH:26][C:21]=2[O:20][CH:18]([CH3:19])[CH2:17][CH2:16][O:15][C:12]2[CH:11]=[CH:10][C:9]([O:8][C:5]([CH3:7])([CH3:6])[C:4]([OH:37])=[O:3])=[CH:14][CH:13]=2)=[O:30])[CH2:36][CH2:35][CH2:34][CH2:33][CH2:32]1, predict the reactants needed to synthesize it. The reactants are: C([O:3][C:4](=[O:37])[C:5]([O:8][C:9]1[CH:14]=[CH:13][C:12]([O:15][CH2:16][CH2:17][CH:18]([O:20][C:21]2[CH:26]=[CH:25][C:24]([CH2:27][CH3:28])=[CH:23][C:22]=2[C:29]([CH:31]2[CH2:36][CH2:35][CH2:34][CH2:33][CH2:32]2)=[O:30])[CH3:19])=[CH:11][CH:10]=1)([CH3:7])[CH3:6])C. (6) Given the product [CH3:24][N:25]([CH3:26])[CH2:27][C:28]([NH:1][C:2]1[CH:7]=[CH:6][CH:5]=[C:4]([S:8](=[O:9])(=[O:10])[NH2:11])[CH:3]=1)=[O:29], predict the reactants needed to synthesize it. The reactants are: [NH2:1][C:2]1[CH:3]=[C:4]([S:8]([NH2:11])(=[O:10])=[O:9])[CH:5]=[CH:6][CH:7]=1.NC1C=CC=CC=1S(N)(=O)=O.Cl.[CH3:24][N:25]([CH2:27][C:28](Cl)=[O:29])[CH3:26].C(=O)(O)[O-].[Na+]. (7) The reactants are: Br[C:2]1[S:3][CH:4]=[CH:5][CH:6]=1.[CH3:7][C:8]1[CH:9]=[C:10](B(O)O)[CH:11]=[CH:12][CH:13]=1. Given the product [C:8]1([CH3:7])[CH:9]=[CH:10][CH:11]=[C:12]([C:2]2[S:3][CH:4]=[CH:5][CH:6]=2)[CH:13]=1, predict the reactants needed to synthesize it. (8) Given the product [Cl:22][C:6]1[C:7](=[O:21])[N:8]([CH2:9][CH2:10][C:11]2[CH:20]=[CH:19][C:14]([C:15]([O:17][CH3:18])=[O:16])=[CH:13][CH:12]=2)[C:3]([CH2:2][N:39]2[C:40]3[C:36](=[CH:35][CH:34]=[C:33]([CH2:31][CH3:32])[CH:41]=3)[CH2:37][CH2:38]2)=[C:4]([Cl:23])[CH:5]=1, predict the reactants needed to synthesize it. The reactants are: Br[CH2:2][C:3]1[N:8]([CH2:9][CH2:10][C:11]2[CH:20]=[CH:19][C:14]([C:15]([O:17][CH3:18])=[O:16])=[CH:13][CH:12]=2)[C:7](=[O:21])[C:6]([Cl:22])=[CH:5][C:4]=1[Cl:23].C(=O)([O-])[O-].[K+].[K+].Cl.[CH2:31]([C:33]1[CH:41]=[C:40]2[C:36]([CH2:37][CH2:38][NH:39]2)=[CH:35][CH:34]=1)[CH3:32].O. (9) Given the product [F:1][C:2]1[CH:3]=[C:4]([C:10]2[CH:11]=[C:12]([NH2:13])[NH:16][N:15]=2)[CH:5]=[CH:6][C:7]=1[O:8][CH3:9], predict the reactants needed to synthesize it. The reactants are: [F:1][C:2]1[CH:3]=[C:4]([C:10](=O)[CH2:11][C:12]#[N:13])[CH:5]=[CH:6][C:7]=1[O:8][CH3:9].[NH2:15][NH2:16].